Dataset: CYP3A4 inhibition data for predicting drug metabolism from PubChem BioAssay. Task: Regression/Classification. Given a drug SMILES string, predict its absorption, distribution, metabolism, or excretion properties. Task type varies by dataset: regression for continuous measurements (e.g., permeability, clearance, half-life) or binary classification for categorical outcomes (e.g., BBB penetration, CYP inhibition). Dataset: cyp3a4_veith. (1) The molecule is CC(C)C[C@H]1C(=O)N2CCC[C@@H]2[C@@]2(O)O[C@](NC(=O)[C@@H]3C=C4c5cccc6[nH]cc(c56)C[C@@H]4N(C)C3)(C(C)C)C(=O)N12. The result is 1 (inhibitor). (2) The compound is C/C(=C\C(=O)c1ccccc1)Nc1ccc(Br)c(Cl)c1. The result is 1 (inhibitor). (3) The compound is Cc1cccc(NC(=S)NC(=O)c2cc(-c3ccccc3)nc3ccccc23)c1. The result is 0 (non-inhibitor). (4) The compound is O=c1c(-c2ccc(F)cc2)nc2cnc(N3CCOCC3)nc2n1C1CC1. The result is 0 (non-inhibitor).